The task is: Regression. Given a target protein amino acid sequence and a drug SMILES string, predict the binding affinity score between them. We predict KIBA score (integrated kinase binding score). Dataset: kiba.. This data is from Kinase inhibitor bioactivity data combining Ki, Kd, and IC50 measurements. (1) The compound is COc1cc2ncnc(Nc3cccc(Cl)c3F)c2cc1CN1CCCC1C(N)=O. The target protein (Q9UGJ0) has sequence MGSAVMDTKKKKDVSSPGGSGGKKNASQKRRSLRVHIPDLSSFAMPLLDGDLEGSGKHSSRKVDSPFGPGSPSKGFFSRGPQPRPSSPMSAPVRPKTSPGSPKTVFPFSYQESPPRSPRRMSFSGIFRSSSKESSPNSNPATSPGGIRFFSRSRKTSGLSSSPSTPTQVTKQHTFPLESYKHEPERLENRIYASSSPPDTGQRFCPSSFQSPTRPPLASPTHYAPSKAAALAAALGPAEAGMLEKLEFEDEAVEDSESGVYMRFMRSHKCYDIVPTSSKLVVFDTTLQVKKAFFALVANGVRAAPLWESKKQSFVGMLTITDFINILHRYYKSPMVQIYELEEHKIETWRELYLQETFKPLVNISPDASLFDAVYSLIKNKIHRLPVIDPISGNALYILTHKRILKFLQLFMSDMPKPAFMKQNLDELGIGTYHNIAFIHPDTPIIKALNIFVERRISALPVVDESGKVVDIYSKFDVINLAAEKTYNNLDITVTQALQH.... The KIBA score is 11.1. (2) The small molecule is Cc1ccccc1NC(=O)Nc1ccc(NC(=O)c2csc3ncnc(N)c23)cc1. The target protein (O75582) has sequence MEEEGGSSGGAAGTSADGGDGGEQLLTVKHELRTANLTGHAEKVGIENFELLKVLGTGAYGKVFLVRKISGHDTGKLYAMKVLKKATIVQKAKTTEHTRTERQVLEHIRQSPFLVTLHYAFQTETKLHLILDYINGGELFTHLSQRERFTEHEVQIYVGEIVLALEHLHKLGIIYRDIKLENILLDSNGHVVLTDFGLSKEFVADETERAYSFCGTIEYMAPDIVRGGDSGHDKAVDWWSLGVLMYELLTGASPFTVDGEKNSQAEISRRILKSEPPYPQEMSALAKDLIQRLLMKDPKKRLGCGPRDADEIKEHLFFQKINWDDLAAKKVPAPFKPVIRDELDVSNFAEEFTEMDPTYSPAALPQSSEKLFQGYSFVAPSILFKRNAAVIDPLQFHMGVERPGVTNVARSAMMKDSPFYQHYDLDLKDKPLGEGSFSICRKCVHKKSNQAFAVKIISKRMEANTQKEITALKLCEGHPNIVKLHEVFHDQLHTFLVMEL.... The KIBA score is 11.8. (3) The compound is C(=Cc1cncc(OC2CCNC2)c1)c1ccncc1. The target protein (P49840) has sequence MSGGGPSGGGPGGSGRARTSSFAEPGGGGGGGGGGPGGSASGPGGTGGGKASVGAMGGGVGASSSGGGPGGSGGGGSGGPGAGTSFPPPGVKLGRDSGKVTTVVATLGQGPERSQEVAYTDIKVIGNGSFGVVYQARLAETRELVAIKKVLQDKRFKNRELQIMRKLDHCNIVRLRYFFYSSGEKKDELYLNLVLEYVPETVYRVARHFTKAKLTIPILYVKVYMYQLFRSLAYIHSQGVCHRDIKPQNLLVDPDTAVLKLCDFGSAKQLVRGEPNVSYICSRYYRAPELIFGATDYTSSIDVWSAGCVLAELLLGQPIFPGDSGVDQLVEIIKVLGTPTREQIREMNPNYTEFKFPQIKAHPWTKVFKSRTPPEAIALCSSLLEYTPSSRLSPLEACAHSFFDELRCLGTQLPNNRPLPPLFNFSAGELSIQPSLNAILIPPHLRSPAGTTTLTPSSQALTETPTSSDWQSTDATPTLTNSS. The KIBA score is 11.2. (4) The drug is Cc1cnc(Nc2nc(NC(C)C)ncc2Br)s1. The target protein (Q04912) has sequence MELLPPLPQSFLLLLLLPAKPAAGEDWQCPRTPYAASRDFDVKYVVPSFSAGGLVQAMVTYEGDRNESAVFVAIRNRLHVLGPDLKSVQSLATGPAGDPGCQTCAACGPGPHGPPGDTDTKVLVLDPALPALVSCGSSLQGRCFLHDLEPQGTAVHLAAPACLFSAHHNRPDDCPDCVASPLGTRVTVVEQGQASYFYVASSLDAAVAASFSPRSVSIRRLKADASGFAPGFVALSVLPKHLVSYSIEYVHSFHTGAFVYFLTVQPASVTDDPSALHTRLARLSATEPELGDYRELVLDCRFAPKRRRRGAPEGGQPYPVLRVAHSAPVGAQLATELSIAEGQEVLFGVFVTGKDGGPGVGPNSVVCAFPIDLLDTLIDEGVERCCESPVHPGLRRGLDFFQSPSFCPNPPGLEALSPNTSCRHFPLLVSSSFSRVDLFNGLLGPVQVTALYVTRLDNVTVAHMGTMDGRILQVELVRSLNYLLYVSNFSLGDSGQPVQR.... The KIBA score is 11.9. (5) The KIBA score is 11.1. The target protein (Q9NWZ3) has sequence MNKPITPSTYVRCLNVGLIRKLSDFIDPQEGWKKLAVAIKKPSGDDRYNQFHIRRFEALLQTGKSPTSELLFDWGTTNCTVGDLVDLLIQNEFFAPASLLLPDAVPKTANTLPSKEAITVQQKQMPFCDKDRTLMTPVQNLEQSYMPPDSSSPENKSLEVSDTRFHSFSFYELKNVTNNFDERPISVGGNKMGEGGFGVVYKGYVNNTTVAVKKLAAMVDITTEELKQQFDQEIKVMAKCQHENLVELLGFSSDGDDLCLVYVYMPNGSLLDRLSCLDGTPPLSWHMRCKIAQGAANGINFLHENHHIHRDIKSANILLDEAFTAKISDFGLARASEKFAQTVMTSRIVGTTAYMAPEALRGEITPKSDIYSFGVVLLEIITGLPAVDEHREPQLLLDIKEEIEDEEKTIEDYIDKKMNDADSTSVEAMYSVASQCLHEKKNKRPDIKKVQQLLQEMTAS. The compound is CNCc1ccc(-c2[nH]c3cc(F)cc4c3c2CCNC4=O)cc1. (6) The compound is Cn1cc(C=C2C(=O)Nc3cccnc32)c2ccccc21. The target protein (Q9NR20) has sequence MPASELKASEIPFHPSIKTQDPKAEEKSPKKQKVTLTAAEALKLFKNQLSPYEQSEILGYAELWFLGLEAKKLDTAPEKFSKTSFDDEHGFYLKVLHDHIAYRYEVLETIGKGSFGQVAKCLDHKNNELVALKIIRNKKRFHQQALMELKILEALRKKDKDNTYNVVHMKDFFYFRNHFCITFELLGINLYELMKNNNFQGFSLSIVRRFTLSVLKCLQMLSVEKIIHCDLKPENIVLYQKGQASVKVIDFGSSCYEHQKVYTYIQSRFYRSPEVILGHPYDVAIDMWSLGCITAELYTGYPLFPGENEVEQLACIMEVLGLPPAGFIQTASRRQTFFDSKGFPKNITNNRGKKRYPDSKDLTMVLKTYDTSFLDFLRRCLVWEPSLRMTPDQALKHAWIHQSRNLKPQPRPQTLRKSNSFFPSETRKDKVQGCHHSSRKADEITKETTEKTKDSPTKHVQHSGDQQDCLQHGADTVQLPQLVDAPKKSEAAVGAEVSMT.... The KIBA score is 11.2. (7) The compound is CCN1C(=O)N(C)c2cnc(Nc3ccc(C(=O)NC4CCN(C)CC4)cc3OC)nc2N1C1CCCC1. The target protein (P51451) has sequence MGLVSSKKPDKEKPIKEKDKGQWSPLKVSAQDKDAPPLPPLVVFNHLTPPPPDEHLDEDKHFVVALYDYTAMNDRDLQMLKGEKLQVLKGTGDWWLARSLVTGREGYVPSNFVARVESLEMERWFFRSQGRKEAERQLLAPINKAGSFLIRESETNKGAFSLSVKDVTTQGELIKHYKIRCLDEGGYYISPRITFPSLQALVQHYSKKGDGLCQRLTLPCVRPAPQNPWAQDEWEIPRQSLRLVRKLGSGQFGEVWMGYYKNNMKVAIKTLKEGTMSPEAFLGEANVMKALQHERLVRLYAVVTKEPIYIVTEYMARGCLLDFLKTDEGSRLSLPRLIDMSAQIAEGMAYIERMNSIHRDLRAANILVSEALCCKIADFGLARIIDSEYTAQEGAKFPIKWTAPEAIHFGVFTIKADVWSFGVLLMEVVTYGRVPYPGMSNPEVIRNLERGYRMPRPDTCPPELYRGVIAECWRSRPEERPTFEFLQSVLEDFYTATERQ.... The KIBA score is 11.9.